From a dataset of Catalyst prediction with 721,799 reactions and 888 catalyst types from USPTO. Predict which catalyst facilitates the given reaction. (1) Reactant: Cl.[F:2][C:3]([F:29])([F:28])[C:4]1[CH:5]=[C:6]([N:10]2[CH2:15][CH2:14][N:13]([CH2:16][CH2:17][CH:18]3[CH2:23][CH2:22][C:21](=[CH:24][C:25](O)=[O:26])[CH2:20][CH2:19]3)[CH2:12][CH2:11]2)[CH:7]=[CH:8][CH:9]=1.ON1C2C=CC=CC=2N=N1.Cl.C(N=C=NCCCN(C)C)C.C(N(CC)CC)C.Cl.[CH3:60][NH:61][O:62][CH3:63]. Product: [CH3:63][O:62][N:61]([CH3:60])[C:25](=[O:26])[CH:24]=[C:21]1[CH2:22][CH2:23][CH:18]([CH2:17][CH2:16][N:13]2[CH2:12][CH2:11][N:10]([C:6]3[CH:7]=[CH:8][CH:9]=[C:4]([C:3]([F:28])([F:29])[F:2])[CH:5]=3)[CH2:15][CH2:14]2)[CH2:19][CH2:20]1. The catalyst class is: 4. (2) Reactant: [NH:1]1[C:9]2[C:4](=[CH:5][CH:6]=[CH:7][CH:8]=2)[C:3]([C:10]#[N:11])=[N:2]1.Br[CH2:13][C:14]1[CH:19]=[CH:18][C:17]([O:20][CH3:21])=[CH:16][CH:15]=1.C(=O)([O-])[O-].[Cs+].[Cs+]. Product: [CH3:21][O:20][C:17]1[CH:18]=[CH:19][C:14]([CH2:13][N:1]2[C:9]3[C:4](=[CH:5][CH:6]=[CH:7][CH:8]=3)[C:3]([C:10]#[N:11])=[N:2]2)=[CH:15][CH:16]=1. The catalyst class is: 3.